Dataset: Catalyst prediction with 721,799 reactions and 888 catalyst types from USPTO. Task: Predict which catalyst facilitates the given reaction. (1) Reactant: [CH3:1][O:2][C:3](=[O:13])[CH2:4][O:5][CH2:6][C:7]1[CH:12]=[CH:11][CH:10]=[CH:9][CH:8]=1.[C:14](OC)(=[O:19])[C:15]([O:17][CH3:18])=[O:16].[Li+].CC([N-]C(C)C)C. Product: [CH2:6]([O:5][CH:4]([C:14](=[O:19])[C:15]([O:17][CH3:18])=[O:16])[C:3]([O:2][CH3:1])=[O:13])[C:7]1[CH:12]=[CH:11][CH:10]=[CH:9][CH:8]=1. The catalyst class is: 1. (2) Reactant: [Cl:1][C:2]1[N:3]=[C:4](Cl)[C:5]2[CH2:10][CH2:9][CH:8]([C:11]3[CH:16]=[CH:15][CH:14]=[CH:13][CH:12]=3)[C:6]=2[N:7]=1.[CH2:18]1[CH2:22]O[CH2:20][CH2:19]1.C([Mg]Br)CC=C. Product: [CH2:20]([C:4]1[C:5]2[CH2:10][CH2:9][CH:8]([C:11]3[CH:16]=[CH:15][CH:14]=[CH:13][CH:12]=3)[C:6]=2[N:7]=[C:2]([Cl:1])[N:3]=1)[CH2:19][CH:18]=[CH2:22]. The catalyst class is: 37.